This data is from Reaction yield outcomes from USPTO patents with 853,638 reactions. The task is: Predict the reaction yield, written as a fraction of the theoretical maximum amount of product (1.0 means a 100% yield; for example, 0.34 means a 34% yield). The reactants are Cl[C:2]1[CH:7]=[CH:6][N:5]=[C:4]([O:8]C)[N:3]=1.[F:10][C:11]([F:22])([F:21])[C:12]1[CH:17]=[CH:16][C:15](B(O)O)=[CH:14][CH:13]=1.C([O-])([O-])=O.[K+].[K+].C([O-])(O)=O.[Na+]. The catalyst is CS(C)=O.Cl.C1C=CC(P(C2C=CC=CC=2)[C-]2C=CC=C2)=CC=1.C1C=CC(P(C2C=CC=CC=2)[C-]2C=CC=C2)=CC=1.Cl[Pd]Cl.[Fe+2]. The product is [F:10][C:11]([F:22])([F:21])[C:12]1[CH:17]=[CH:16][C:15]([C:2]2[CH:7]=[CH:6][NH:5][C:4](=[O:8])[N:3]=2)=[CH:14][CH:13]=1. The yield is 0.220.